Task: Predict the reaction yield, written as a fraction of the theoretical maximum amount of product (1.0 means a 100% yield; for example, 0.34 means a 34% yield).. Dataset: Reaction yield outcomes from USPTO patents with 853,638 reactions (1) The reactants are CSC.B.[Cl:5][C:6]1[CH:7]=[C:8]([C:12]2[O:16][N:15]=[C:14]([C:17](=[O:19])[CH3:18])[CH:13]=2)[CH:9]=[CH:10][CH:11]=1.C1(C)C=CC=CC=1.B. The catalyst is CC1CCCO1.CO. The product is [Cl:5][C:6]1[CH:7]=[C:8]([C:12]2[O:16][N:15]=[C:14]([C@H:17]([OH:19])[CH3:18])[CH:13]=2)[CH:9]=[CH:10][CH:11]=1. The yield is 0.800. (2) The reactants are [CH3:1][O:2][C:3]1[CH:8]=[CH:7][C:6]([CH2:9][C:10]([OH:12])=O)=[C:5]([C:13]([F:16])([F:15])[F:14])[CH:4]=1.CN(C(ON1N=NC2C=CC=NC1=2)=[N+](C)C)C.F[P-](F)(F)(F)(F)F.Cl.[NH2:42][C:43]1[CH:44]=[CH:45][C:46]([C:49]([O:51][CH3:52])=[O:50])=[N:47][CH:48]=1.C(N(CC)CC)C. The catalyst is CN(C=O)C.CC(=O)OCC. The product is [CH3:1][O:2][C:3]1[CH:8]=[CH:7][C:6]([CH2:9][C:10]([NH:42][C:43]2[CH:44]=[CH:45][C:46]([C:49]([O:51][CH3:52])=[O:50])=[N:47][CH:48]=2)=[O:12])=[C:5]([C:13]([F:16])([F:15])[F:14])[CH:4]=1. The yield is 0.250. (3) The yield is 0.212. The reactants are Cl[C:2]1[C:3]([NH2:9])=[N:4][CH:5]=[N:6][C:7]=1Cl.[N:10]1[CH:15]=[CH:14][CH:13]=[C:12]([O:16][C:17]2[CH:22]=[CH:21][C:20](B(O)O)=[CH:19][CH:18]=2)[CH:11]=1.[OH:26][CH:27]1[CH2:40][C:29]2([CH2:32][N:31]([C:33]([O:35]C(C)(C)C)=O)[CH2:30]2)[CH2:28]1.[C:41](O)(=O)[CH:42]=C. No catalyst specified. The product is [NH2:9][C:3]1[N:4]=[CH:5][N:6]=[C:7]([O:26][CH:27]2[CH2:28][C:29]3([CH2:30][N:31]([C:33](=[O:35])[CH:41]=[CH2:42])[CH2:32]3)[CH2:40]2)[C:2]=1[C:20]1[CH:21]=[CH:22][C:17]([O:16][C:12]2[CH:11]=[N:10][CH:15]=[CH:14][CH:13]=2)=[CH:18][CH:19]=1.